Predict the product of the given reaction. From a dataset of Forward reaction prediction with 1.9M reactions from USPTO patents (1976-2016). (1) Given the reactants [Cl:1][C:2]1[CH:20]=[CH:19][CH:18]=[CH:17][C:3]=1[C:4]([NH:6][C:7]1[CH:12]=[C:11]([N+:13]([O-])=O)[CH:10]=[CH:9][C:8]=1[Cl:16])=[O:5].O.O.[Sn](Cl)Cl.CCOC(C)=O, predict the reaction product. The product is: [NH2:13][C:11]1[CH:10]=[CH:9][C:8]([Cl:16])=[C:7]([NH:6][C:4](=[O:5])[C:3]2[CH:17]=[CH:18][CH:19]=[CH:20][C:2]=2[Cl:1])[CH:12]=1. (2) Given the reactants [C:1]([O:5][C:6]([N:8]1[CH2:15][CH2:14][CH:13]2[CH:11]([O:12]2)[CH2:10][CH2:9]1)=[O:7])([CH3:4])([CH3:3])[CH3:2].C(O)C.[Cl-].[NH4+].[N-:21]=[N+:22]=[N-:23].[Na+], predict the reaction product. The product is: [C:1]([O:5][C:6]([N:8]1[CH2:15][CH2:14][CH:13]([OH:12])[CH:11]([N:21]=[N+:22]=[N-:23])[CH2:10][CH2:9]1)=[O:7])([CH3:4])([CH3:3])[CH3:2]. (3) Given the reactants C([Li])CCC.Br[C:7]1[CH:12]=[CH:11][C:10]([CH3:13])=[CH:9][C:8]=1[F:14].[C:15]([CH:17]1[CH2:19][CH:18]1[C:20](N(OC)C)=[O:21])#[N:16].O, predict the reaction product. The product is: [F:14][C:8]1[CH:9]=[C:10]([CH3:13])[CH:11]=[CH:12][C:7]=1[C:20]([CH:18]1[CH2:19][CH:17]1[C:15]#[N:16])=[O:21]. (4) Given the reactants C(O[C:4]([C:6]1[S:7][C:8]2[CH:9]=[N:10][CH:11]=[CH:12][C:13]=2[N:14]=1)=[O:5])C.[C:15]1([C@H:21]([NH2:23])[CH3:22])[CH:20]=[CH:19][CH:18]=[CH:17][CH:16]=1.C[Al](C)C.CCCCCC, predict the reaction product. The product is: [C:15]1([C@H:21]([NH:23][C:4]([C:6]2[S:7][C:8]3[CH:9]=[N:10][CH:11]=[CH:12][C:13]=3[N:14]=2)=[O:5])[CH3:22])[CH:20]=[CH:19][CH:18]=[CH:17][CH:16]=1. (5) Given the reactants [CH3:1][C:2]1([CH3:14])[C:6]([CH3:8])([CH3:7])[O:5][B:4]([C:9]2[CH:10]=[N:11][NH:12][CH:13]=2)[O:3]1.[CH3:15][N:16]([CH2:18][CH2:19]Cl)[CH3:17].C(=O)([O-])[O-].[K+].[K+].C(OCC)(=O)C, predict the reaction product. The product is: [CH3:15][N:16]([CH3:17])[CH2:18][CH2:19][N:12]1[CH:13]=[C:9]([B:4]2[O:5][C:6]([CH3:7])([CH3:8])[C:2]([CH3:14])([CH3:1])[O:3]2)[CH:10]=[N:11]1. (6) Given the reactants [NH2:1][C@@H:2]([CH3:7])[C:3]([CH3:6])([OH:5])[CH3:4].F[C:9]1[C:10]([C:19]#[C:20][Si](C)(C)C)=[C:11]([C:17]#[N:18])[C:12](=[CH:15][CH:16]=1)[C:13]#[N:14].C([O-])([O-])=O.[K+].[K+].CN1C(=O)CCC1, predict the reaction product. The product is: [OH:5][C:3]([CH3:6])([CH3:4])[C@@H:2]([N:1]1[C:9]2[C:10](=[C:11]([C:17]#[N:18])[C:12]([C:13]#[N:14])=[CH:15][CH:16]=2)[CH:19]=[CH:20]1)[CH3:7].